This data is from Full USPTO retrosynthesis dataset with 1.9M reactions from patents (1976-2016). The task is: Predict the reactants needed to synthesize the given product. Given the product [CH:27]1([NH:1][CH:2]2[CH2:7][CH2:6][CH2:5][CH2:4][CH:3]2[NH:8][C:9](=[O:26])[C:10]2[C:15]([C:16]([F:19])([F:18])[F:17])=[CH:14][C:13]([C:20]([F:21])([F:22])[F:23])=[CH:12][C:11]=2[O:24][CH3:25])[CH2:31][CH2:30][CH2:29][CH2:28]1, predict the reactants needed to synthesize it. The reactants are: [NH2:1][C@H:2]1[CH2:7][CH2:6][CH2:5][CH2:4][C@H:3]1[NH:8][C:9](=[O:26])[C:10]1[C:15]([C:16]([F:19])([F:18])[F:17])=[CH:14][C:13]([C:20]([F:23])([F:22])[F:21])=[CH:12][C:11]=1[O:24][CH3:25].[C:27]1(=O)[CH2:31][CH2:30][CH2:29][CH2:28]1.